From a dataset of hERG Central: cardiac toxicity at 1µM, 10µM, and general inhibition. Predict hERG channel inhibition at various concentrations. The molecule is CSC(=NC#N)N1CCN(c2ccc([N+](=O)[O-])cc2)CC1. Results: hERG_inhib (hERG inhibition (general)): blocker.